This data is from Full USPTO retrosynthesis dataset with 1.9M reactions from patents (1976-2016). The task is: Predict the reactants needed to synthesize the given product. Given the product [CH:55]([OH:58])=[O:57].[C:1]([C:5]1[CH:6]=[C:7]([NH:18][C:19]([NH:21][C@@H:22]2[C:31]3[C:26](=[CH:27][CH:28]=[CH:29][CH:30]=3)[C@H:25]([O:32][C:33]3[CH:34]=[CH:35][C:36]4[N:37]([C:39]([N:42]5[CH2:47][CH2:46][CH2:45][CH2:44][C@@H:43]5[CH3:48])=[N:40][N:41]=4)[CH:38]=3)[CH2:24][CH2:23]2)=[O:20])[N:8]([C:10]2[CH:15]=[CH:14][C:13]([CH2:54][N:53]([CH2:52][CH2:51][O:50][CH3:49])[CH3:55])=[CH:12][CH:11]=2)[N:9]=1)([CH3:3])([CH3:2])[CH3:4], predict the reactants needed to synthesize it. The reactants are: [C:1]([C:5]1[CH:6]=[C:7]([NH:18][C:19]([NH:21][C@@H:22]2[C:31]3[C:26](=[CH:27][CH:28]=[CH:29][CH:30]=3)[C@H:25]([O:32][C:33]3[CH:34]=[CH:35][C:36]4[N:37]([C:39]([N:42]5[CH2:47][CH2:46][CH2:45][CH2:44][C@@H:43]5[CH3:48])=[N:40][N:41]=4)[CH:38]=3)[CH2:24][CH2:23]2)=[O:20])[N:8]([C:10]2[CH:15]=[CH:14][C:13](C=O)=[CH:12][CH:11]=2)[N:9]=1)([CH3:4])([CH3:3])[CH3:2].[CH3:49][O:50][CH2:51][CH2:52][NH:53][CH3:54].[C:55]([O:58][BH-](OC(=O)C)OC(=O)C)(=[O:57])C.[Na+].O.